Task: Predict the reaction yield, written as a fraction of the theoretical maximum amount of product (1.0 means a 100% yield; for example, 0.34 means a 34% yield).. Dataset: Reaction yield outcomes from USPTO patents with 853,638 reactions (1) The reactants are [CH3:1][CH:2]([CH2:13][CH2:14][CH2:15][C:16]1[CH:21]=[CH:20][CH:19]=[CH:18][CH:17]=1)[C:3]([O:5]N1C(=O)CCC1=O)=O.[CH:22]1[CH:27]=[CH:26][C:25]([C@@H:28]([NH2:31])[CH2:29][OH:30])=[CH:24][CH:23]=1. The catalyst is C1COCC1. The product is [OH:30][CH2:29][C@H:28]([NH:31][C:3](=[O:5])[C@@H:2]([CH3:1])[CH2:13][CH2:14][CH2:15][C:16]1[CH:17]=[CH:18][CH:19]=[CH:20][CH:21]=1)[C:25]1[CH:26]=[CH:27][CH:22]=[CH:23][CH:24]=1. The yield is 0.340. (2) The catalyst is C(O)(=O)C. The yield is 0.110. The reactants are [NH2:1][C:2]1[CH:6]=[C:5]([C:7]2[CH:12]=[CH:11][N:10]=[CH:9][CH:8]=2)[S:4][C:3]=1[C:13]([NH2:15])=[O:14].[O:16]1[CH2:20][CH2:19][C:18](=O)[CH2:17]1.O.C1(C)C=CC(S(O)(=O)=O)=CC=1.C(=O)([O-])O.[Na+]. The product is [N:10]1[CH:9]=[CH:8][C:7]([C:5]2[S:4][C:3]3[C:13](=[O:14])[NH:15][C:18]4([CH2:19][CH2:20][O:16][CH2:17]4)[NH:1][C:2]=3[CH:6]=2)=[CH:12][CH:11]=1. (3) The reactants are [NH2:1][C:2]1[N:3]=[C:4]2[CH:9]=[CH:8][C:7]([O:10][C:11]3[CH:12]=[C:13]([NH:17][C:18](=[O:29])[C:19]4[CH:24]=[CH:23][CH:22]=[C:21]([C:25]([F:28])([F:27])[F:26])[CH:20]=4)[CH:14]=[CH:15][CH:16]=3)=[N:6][N:5]2[CH:30]=1.[CH:31]1([C:36](Cl)=[O:37])[CH2:35][CH2:34][CH2:33][CH2:32]1.C(N(CC)CC)C. The catalyst is O1CCCC1. The product is [CH:31]1([C:36]([NH:1][C:2]2[N:3]=[C:4]3[CH:9]=[CH:8][C:7]([O:10][C:11]4[CH:12]=[C:13]([NH:17][C:18](=[O:29])[C:19]5[CH:24]=[CH:23][CH:22]=[C:21]([C:25]([F:28])([F:27])[F:26])[CH:20]=5)[CH:14]=[CH:15][CH:16]=4)=[N:6][N:5]3[CH:30]=2)=[O:37])[CH2:35][CH2:34][CH2:33][CH2:32]1. The yield is 0.570. (4) The reactants are Cl[S:2]([N:5]=[C:6]=[O:7])(=[O:4])=[O:3].C[C:9]([OH:12])([CH3:11])C.[CH2:13]([O:15][C:16](=[O:19])[CH2:17][NH2:18])[CH3:14].[CH3:20][CH2:21]N(CC)CC.Cl. The catalyst is C(Cl)Cl. The product is [CH2:9]([O:12][C:6]([NH:5][S:2]([NH:18][CH2:17][C:16]([O:15][CH2:13][CH3:14])=[O:19])(=[O:4])=[O:3])=[O:7])[CH2:11][CH2:20][CH3:21]. The yield is 0.850. (5) The reactants are C(N([CH2:6][CH3:7])CC)C.[C:8](Cl)(=[O:15])[C:9]1[CH:14]=[CH:13][CH:12]=[CH:11][CH:10]=1.[C:17]([O:25][CH2:26][C@@H:27]1[O:31][CH:30](C2C=CC=CC=2C([O-])=O)[C@@:29]([C:42]#[CH:43])([OH:41])[C@@H:28]1C1C=CC=CC=1C([O-])=O)(=[O:24])[C:18]1[CH:23]=[CH:22][CH:21]=[CH:20][CH:19]=1.[CH3:53][CH2:54][CH2:55][CH2:56][CH2:57][CH3:58].[C:59]([O:62]CC)(=[O:61])[CH3:60]. The catalyst is CN(C1C=CN=CC=1)C.C(Cl)Cl. The product is [C:17]([O:25][CH:30]1[C@@:29]([O:41][C:8](=[O:15])[C:9]2[CH:14]=[CH:13][CH:12]=[CH:11][CH:10]=2)([C:42]#[CH:43])[C@H:28]([O:62][C:59](=[O:61])[C:60]2[CH:7]=[CH:6][CH:23]=[CH:18][CH:19]=2)[C@@H:27]([CH2:26][O:25][C:17](=[O:24])[C:18]2[CH:19]=[CH:20][CH:21]=[CH:22][CH:23]=2)[O:31]1)(=[O:24])[C:55]1[CH:54]=[CH:53][CH:58]=[CH:57][CH:56]=1. The yield is 0.405. (6) The reactants are [CH3:1][C:2]1[N:6]=[C:5]([C:7]2[NH:11][CH:10]=[N:9][C:8]=2[NH:12][CH2:13][CH2:14][CH2:15][CH2:16][CH3:17])[NH:4][N:3]=1.[C:18](Cl)(Cl)=[O:19].C1(C)C=CC=CC=1. The catalyst is C1COCC1. The product is [CH3:1][C:2]1[N:6]=[C:5]2[N:4]([C:18](=[O:19])[N:12]([CH2:13][CH2:14][CH2:15][CH2:16][CH3:17])[C:8]3[N:9]=[CH:10][NH:11][C:7]=32)[N:3]=1. The yield is 0.500. (7) The reactants are [CH3:1][O:2][C:3](=[O:21])[CH:4]([OH:20])[CH2:5][C:6]1[CH:11]=[CH:10][C:9]([O:12][CH2:13][C:14]2[CH:19]=[CH:18][CH:17]=[CH:16][CH:15]=2)=[CH:8][CH:7]=1.[CH2:22](I)[CH2:23][CH2:24][CH2:25][CH2:26][CH3:27]. The catalyst is ClCCl.[Ag-]=O. The product is [CH3:1][O:2][C:3](=[O:21])[CH:4]([O:20][CH2:22][CH2:23][CH2:24][CH2:25][CH2:26][CH3:27])[CH2:5][C:6]1[CH:11]=[CH:10][C:9]([O:12][CH2:13][C:14]2[CH:19]=[CH:18][CH:17]=[CH:16][CH:15]=2)=[CH:8][CH:7]=1. The yield is 0.870. (8) The product is [O:19]1[CH2:20][CH2:21][O:22][CH:18]1[C:14]1[O:13][C:17]([CH:28]([C:27]2[CH:30]=[CH:31][C:24]([F:23])=[CH:25][CH:26]=2)[OH:29])=[CH:16][CH:15]=1. The reactants are C([Li])CCC.C(NC(C)C)(C)C.[O:13]1[CH:17]=[CH:16][CH:15]=[C:14]1[CH:18]1[O:22][CH2:21][CH2:20][O:19]1.[F:23][C:24]1[CH:31]=[CH:30][C:27]([CH:28]=[O:29])=[CH:26][CH:25]=1. The yield is 0.970. The catalyst is O1CCCC1. (9) The reactants are Br[C:2]1[CH:7]=[CH:6][C:5]([C@@H:8]([N:10]2[CH2:15][CH2:14][C@:13]([CH2:22][CH2:23][C:24]3[O:25][C:26]([CH3:29])=[N:27][N:28]=3)([C:16]3[CH:21]=[CH:20][CH:19]=[CH:18][CH:17]=3)[O:12][C:11]2=[O:30])[CH3:9])=[CH:4][CH:3]=1.[CH3:31][C:32]1([CH3:48])[C:36]([CH3:38])([CH3:37])[O:35][B:34]([B:34]2[O:35][C:36]([CH3:38])([CH3:37])[C:32]([CH3:48])([CH3:31])[O:33]2)[O:33]1.CC([O-])=O.[K+]. The catalyst is CS(C)=O.C1C=CC(P(C2C=CC=CC=2)[C-]2C=CC=C2)=CC=1.C1C=CC(P(C2C=CC=CC=2)[C-]2C=CC=C2)=CC=1.Cl[Pd]Cl.[Fe+2]. The product is [CH3:29][C:26]1[O:25][C:24]([CH2:23][CH2:22][C@@:13]2([C:16]3[CH:21]=[CH:20][CH:19]=[CH:18][CH:17]=3)[O:12][C:11](=[O:30])[N:10]([C@H:8]([C:5]3[CH:6]=[CH:7][C:2]([B:34]4[O:35][C:36]([CH3:38])([CH3:37])[C:32]([CH3:48])([CH3:31])[O:33]4)=[CH:3][CH:4]=3)[CH3:9])[CH2:15][CH2:14]2)=[N:28][N:27]=1. The yield is 0.736. (10) The reactants are [C:9](O[C:9]([O:11][C:12]([CH3:15])([CH3:14])[CH3:13])=[O:10])([O:11][C:12]([CH3:15])([CH3:14])[CH3:13])=[O:10].Cl.Cl.[NH2:18][C:19]1[C:23]([NH2:24])=[CH:22][S:21][CH:20]=1.C(N(CC)CC)C.O. The catalyst is C1COCC1. The product is [NH2:18][C:19]1[C:23]([NH:24][C:9]([O:11][C:12]([CH3:13])([CH3:14])[CH3:15])=[O:10])=[CH:22][S:21][CH:20]=1. The yield is 0.580.